From a dataset of Reaction yield outcomes from USPTO patents with 853,638 reactions. Predict the reaction yield, written as a fraction of the theoretical maximum amount of product (1.0 means a 100% yield; for example, 0.34 means a 34% yield). (1) The reactants are [Br:1][C:2]1[CH:3]=[N:4][C:5]([F:10])=[C:6]([CH:9]=1)[CH:7]=[O:8].[BH4-].[Na+]. The catalyst is C(O)C. The product is [Br:1][C:2]1[CH:9]=[C:6]([CH2:7][OH:8])[C:5]([F:10])=[N:4][CH:3]=1. The yield is 0.920. (2) The reactants are C[O:2][C:3](=O)[NH:4][CH2:5][CH2:6][C:7]1[CH:12]=[CH:11][CH:10]=[C:9]([Cl:13])[CH:8]=1.N. No catalyst specified. The product is [Cl:13][C:9]1[CH:8]=[C:7]2[C:12](=[CH:11][CH:10]=1)[C:3](=[O:2])[NH:4][CH2:5][CH2:6]2. The yield is 0.390. (3) The reactants are [NH2:1][CH2:2][CH2:3][CH2:4][N:5]1[C:13]2[C:8](=[CH:9][CH:10]=[CH:11][CH:12]=2)[C:7]2([C:17]3=[CH:18][C:19]4[O:23][CH2:22][O:21][C:20]=4[CH:24]=[C:16]3[O:15][CH2:14]2)[C:6]1=[O:25].C(N(CC)CC)C.[Cl:33][C:34]1[CH:38]=[CH:37][S:36][C:35]=1[C:39](Cl)=[O:40]. The catalyst is ClCCl. The product is [Cl:33][C:34]1[CH:38]=[CH:37][S:36][C:35]=1[C:39]([NH:1][CH2:2][CH2:3][CH2:4][N:5]1[C:13]2[C:8](=[CH:9][CH:10]=[CH:11][CH:12]=2)[C:7]2([C:17]3=[CH:18][C:19]4[O:23][CH2:22][O:21][C:20]=4[CH:24]=[C:16]3[O:15][CH2:14]2)[C:6]1=[O:25])=[O:40]. The yield is 0.670. (4) The reactants are [CH2:1]([O:3][C:4]1[CH:5]=[C:6]([CH2:15][C:16]([OH:18])=O)[CH:7]=[CH:8][C:9]=1[C:10]([O:12][CH2:13][CH3:14])=[O:11])[CH3:2].C1(B(O)O)C=CC=CC=1.[CH3:28][CH:29]([CH3:45])[CH2:30][C@H:31]([NH2:44])[C:32]1[CH:37]=[CH:36][CH:35]=[CH:34][C:33]=1[N:38]1[CH2:43][CH2:42][CH2:41][CH2:40][CH2:39]1. The catalyst is C1(C)C=CC=CC=1. The product is [CH2:1]([O:3][C:4]1[CH:5]=[C:6]([CH2:15][C:16]([NH:44][C@H:31]([C:32]2[CH:37]=[CH:36][CH:35]=[CH:34][C:33]=2[N:38]2[CH2:39][CH2:40][CH2:41][CH2:42][CH2:43]2)[CH2:30][CH:29]([CH3:45])[CH3:28])=[O:18])[CH:7]=[CH:8][C:9]=1[C:10]([O:12][CH2:13][CH3:14])=[O:11])[CH3:2]. The yield is 0.896. (5) The reactants are [F:1][C:2]([F:33])([F:32])[C:3]1[CH:4]=[C:5]([CH:29]=[CH:30][CH:31]=1)[C:6]([NH:8][C:9]1[CH:10]=[C:11]([C:15]2[N:20]3[N:21]=[CH:22][C:23]([C:24]([O:26][CH2:27][CH3:28])=[O:25])=[C:19]3[N:18]=[CH:17][CH:16]=2)[CH:12]=[CH:13][CH:14]=1)=[O:7].C([BH3-])#N.[Na+]. The catalyst is C(O)(=O)C. The product is [F:32][C:2]([F:1])([F:33])[C:3]1[CH:4]=[C:5]([CH:29]=[CH:30][CH:31]=1)[C:6]([NH:8][C:9]1[CH:10]=[C:11]([C:15]2[N:20]3[N:21]=[CH:22][C:23]([C:24]([O:26][CH2:27][CH3:28])=[O:25])=[C:19]3[NH:18][CH2:17][CH:16]=2)[CH:12]=[CH:13][CH:14]=1)=[O:7]. The yield is 0.870. (6) The reactants are [F:1][C:2]1[CH:7]=[CH:6][CH:5]=[C:4]([F:8])[C:3]=1[N:9]1[C:14]2[N:15]=[C:16](S(C)=O)[N:17]=[C:18]([C:19]3[CH:20]=[C:21]([CH:32]=[CH:33][C:34]=3[CH3:35])[C:22]([NH:24][C:25]3[CH:30]=[CH:29][C:28]([F:31])=[CH:27][CH:26]=3)=[O:23])[C:13]=2[CH2:12][NH:11][C:10]1=[O:39].[CH3:40][N:41]([CH3:46])[CH2:42][CH2:43][NH:44][CH3:45]. The catalyst is C1COCC1.CN(C=O)C. The product is [F:1][C:2]1[CH:7]=[CH:6][CH:5]=[C:4]([F:8])[C:3]=1[N:9]1[C:14]2[N:15]=[C:16]([N:44]([CH2:43][CH2:42][N:41]([CH3:46])[CH3:40])[CH3:45])[N:17]=[C:18]([C:19]3[CH:20]=[C:21]([CH:32]=[CH:33][C:34]=3[CH3:35])[C:22]([NH:24][C:25]3[CH:30]=[CH:29][C:28]([F:31])=[CH:27][CH:26]=3)=[O:23])[C:13]=2[CH2:12][NH:11][C:10]1=[O:39]. The yield is 0.260. (7) The product is [CH3:1][C:2]1([CH3:22])[CH:6]([C:7]2[CH:8]=[CH:9][C:10]([CH3:13])=[CH:11][CH:12]=2)[C:5]2[C:14]([CH3:21])=[C:15]([N:20]3[CH:21]=[C:14]4[C:5]([CH:4]=[C:17]5[O:26][CH2:23][O:24][C:16]5=[CH:15]4)=[CH:6]3)[C:16]([CH3:19])=[C:17]([CH3:18])[C:4]=2[O:3]1. The catalyst is O1CCCC1.[I-].C([N+](CCCC)(CCCC)CCCC)CCC. The yield is 0.110. The reactants are [CH3:1][C:2]1([CH3:22])[CH:6]([C:7]2[CH:12]=[CH:11][C:10]([CH3:13])=[CH:9][CH:8]=2)[C:5]2[C:14]([CH3:21])=[C:15]([NH2:20])[C:16]([CH3:19])=[C:17]([CH3:18])[C:4]=2[O:3]1.[C:23](=[O:26])([O-])[O-:24].[Na+].[Na+].